This data is from Full USPTO retrosynthesis dataset with 1.9M reactions from patents (1976-2016). The task is: Predict the reactants needed to synthesize the given product. Given the product [NH2:24][C:3]1[C:2]([F:1])=[CH:23][CH:22]=[CH:21][C:4]=1[CH2:5][CH2:6][NH:7][CH:8]1[CH2:9][CH2:10][N:11]([CH2:14][C:15]2[CH:16]=[CH:17][CH:18]=[CH:19][CH:20]=2)[CH2:12][CH2:13]1, predict the reactants needed to synthesize it. The reactants are: [F:1][C:2]1[C:3]([N+:24]([O-])=O)=[C:4]([CH:21]=[CH:22][CH:23]=1)[CH2:5][CH2:6][NH:7][CH:8]1[CH2:13][CH2:12][N:11]([CH2:14][C:15]2[CH:20]=[CH:19][CH:18]=[CH:17][CH:16]=2)[CH2:10][CH2:9]1.[H][H].